This data is from NCI-60 drug combinations with 297,098 pairs across 59 cell lines. The task is: Regression. Given two drug SMILES strings and cell line genomic features, predict the synergy score measuring deviation from expected non-interaction effect. (1) Drug 1: CC1=C(C(=O)C2=C(C1=O)N3CC4C(C3(C2COC(=O)N)OC)N4)N. Drug 2: C1C(C(OC1N2C=NC3=C2NC=NCC3O)CO)O. Cell line: BT-549. Synergy scores: CSS=-12.1, Synergy_ZIP=7.89, Synergy_Bliss=6.23, Synergy_Loewe=-5.35, Synergy_HSA=-4.51. (2) Drug 1: C1=C(C(=O)NC(=O)N1)N(CCCl)CCCl. Drug 2: CCC1(CC2CC(C3=C(CCN(C2)C1)C4=CC=CC=C4N3)(C5=C(C=C6C(=C5)C78CCN9C7C(C=CC9)(C(C(C8N6C=O)(C(=O)OC)O)OC(=O)C)CC)OC)C(=O)OC)O.OS(=O)(=O)O. Cell line: OVCAR3. Synergy scores: CSS=52.2, Synergy_ZIP=9.20, Synergy_Bliss=13.6, Synergy_Loewe=7.53, Synergy_HSA=14.7. (3) Drug 2: CC1C(C(CC(O1)OC2CC(OC(C2O)C)OC3=CC4=CC5=C(C(=O)C(C(C5)C(C(=O)C(C(C)O)O)OC)OC6CC(C(C(O6)C)O)OC7CC(C(C(O7)C)O)OC8CC(C(C(O8)C)O)(C)O)C(=C4C(=C3C)O)O)O)O. Cell line: NCIH23. Synergy scores: CSS=31.6, Synergy_ZIP=7.20, Synergy_Bliss=8.57, Synergy_Loewe=8.45, Synergy_HSA=7.69. Drug 1: CS(=O)(=O)C1=CC(=C(C=C1)C(=O)NC2=CC(=C(C=C2)Cl)C3=CC=CC=N3)Cl. (4) Drug 1: C1=CC(=CC=C1CC(C(=O)O)N)N(CCCl)CCCl.Cl. Drug 2: C1=NC2=C(N=C(N=C2N1C3C(C(C(O3)CO)O)O)F)N. Cell line: 786-0. Synergy scores: CSS=7.56, Synergy_ZIP=-4.90, Synergy_Bliss=-3.55, Synergy_Loewe=-6.20, Synergy_HSA=-5.85. (5) Drug 1: CC1=C(C=C(C=C1)NC2=NC=CC(=N2)N(C)C3=CC4=NN(C(=C4C=C3)C)C)S(=O)(=O)N.Cl. Drug 2: C1C(C(OC1N2C=NC3=C2NC=NCC3O)CO)O. Cell line: SW-620. Synergy scores: CSS=-3.72, Synergy_ZIP=7.03, Synergy_Bliss=4.85, Synergy_Loewe=-4.11, Synergy_HSA=-5.75. (6) Drug 1: CC1C(C(CC(O1)OC2CC(CC3=C2C(=C4C(=C3O)C(=O)C5=C(C4=O)C(=CC=C5)OC)O)(C(=O)C)O)N)O.Cl. Drug 2: C1=C(C(=O)NC(=O)N1)F. Cell line: OVCAR-4. Synergy scores: CSS=53.3, Synergy_ZIP=8.40, Synergy_Bliss=7.86, Synergy_Loewe=10.5, Synergy_HSA=10.7. (7) Drug 1: CC1=C2C(C(=O)C3(C(CC4C(C3C(C(C2(C)C)(CC1OC(=O)C(C(C5=CC=CC=C5)NC(=O)OC(C)(C)C)O)O)OC(=O)C6=CC=CC=C6)(CO4)OC(=O)C)O)C)O. Drug 2: C1CNP(=O)(OC1)N(CCCl)CCCl. Cell line: HCT116. Synergy scores: CSS=3.61, Synergy_ZIP=-1.57, Synergy_Bliss=1.19, Synergy_Loewe=4.92, Synergy_HSA=1.40. (8) Drug 1: CCC1=C2CN3C(=CC4=C(C3=O)COC(=O)C4(CC)O)C2=NC5=C1C=C(C=C5)O. Drug 2: CC(C)CN1C=NC2=C1C3=CC=CC=C3N=C2N. Cell line: HOP-62. Synergy scores: CSS=46.7, Synergy_ZIP=2.69, Synergy_Bliss=2.90, Synergy_Loewe=-3.30, Synergy_HSA=2.70.